Task: Predict which catalyst facilitates the given reaction.. Dataset: Catalyst prediction with 721,799 reactions and 888 catalyst types from USPTO (1) Reactant: [CH3:1][C:2]1[CH:7]=[CH:6][CH:5]=[CH:4][C:3]=1[OH:8].[S-:9][C:10]#[N:11].[Na+].[Na+].[Br-].BrBr.C([O-])(O)=O.[Na+]. Product: [CH3:1][C:2]1[CH:7]=[C:6]([S:9][C:10]#[N:11])[CH:5]=[CH:4][C:3]=1[OH:8]. The catalyst class is: 5. (2) The catalyst class is: 57. Product: [NH2:1][C:2]1[N:7]=[C:6]([C:8]2[O:9][CH:10]=[CH:11][CH:12]=2)[C:5]([C:13]#[N:14])=[C:4]([O:26][CH2:25][C:20]2[C:19]([CH3:18])=[CH:24][CH:23]=[CH:22][N:21]=2)[N:3]=1. Reactant: [NH2:1][C:2]1[N:7]=[C:6]([C:8]2[O:9][CH:10]=[CH:11][CH:12]=2)[C:5]([C:13]#[N:14])=[C:4](S(C)=O)[N:3]=1.[CH3:18][C:19]1[C:20]([CH2:25][OH:26])=[N:21][CH:22]=[CH:23][CH:24]=1.C1CCN2C(=NCCC2)CC1. (3) Reactant: [CH3:1][O:2][C:3]1[CH:4]=[C:5]2[C:10](=[CH:11][C:12]=1[O:13][CH3:14])[N:9]=[CH:8][CH:7]=[C:6]2[O:15][C:16]1[CH:22]=[CH:21][C:19]([NH2:20])=[CH:18][C:17]=1[F:23].C(O)C.[CH3:27][C:28]1[CH:33]=[CH:32][CH:31]=[CH:30][C:29]=1[C:34]([N:36]=[C:37]=[S:38])=[O:35]. Product: [CH3:1][O:2][C:3]1[CH:4]=[C:5]2[C:10](=[CH:11][C:12]=1[O:13][CH3:14])[N:9]=[CH:8][CH:7]=[C:6]2[O:15][C:16]1[CH:22]=[CH:21][C:19]([NH:20][C:37]([NH:36][C:34](=[O:35])[C:29]2[CH:30]=[CH:31][CH:32]=[CH:33][C:28]=2[CH3:27])=[S:38])=[CH:18][C:17]=1[F:23]. The catalyst class is: 11. (4) Reactant: [CH:1]1([N:7]2[C:11]([C:12]3[CH:17]=[CH:16][C:15]([F:18])=[CH:14][CH:13]=3)=[C:10]([C:19]([OH:21])=O)[CH:9]=[N:8]2)[CH2:6][CH2:5][CH2:4][CH2:3][CH2:2]1.S(Cl)(Cl)=O.[NH3:26].C1COCC1. Product: [CH:1]1([N:7]2[C:11]([C:12]3[CH:17]=[CH:16][C:15]([F:18])=[CH:14][CH:13]=3)=[C:10]([C:19]([NH2:26])=[O:21])[CH:9]=[N:8]2)[CH2:6][CH2:5][CH2:4][CH2:3][CH2:2]1. The catalyst class is: 93. (5) Reactant: [Br:1][C:2]1[CH:7]=[CH:6][C:5]([CH:8]2[CH2:11][C:10](=[O:12])[CH2:9]2)=[CH:4][CH:3]=1.O.[Cl-].[NH4+].Cl. Product: [Br:1][C:2]1[CH:3]=[CH:4][C:5]([C@@H:8]2[CH2:9][C@H:10]([OH:12])[CH2:11]2)=[CH:6][CH:7]=1. The catalyst class is: 1. (6) Reactant: CC([O:4][CH2:5][C:6]1[C:19]2[C:14](=CC=CC=2)[C:13](COC(C)=O)=[C:12]2[C:7]=1C=CC=C2)=O.C(O)(=[O:27])C. Product: [CH:14]1[CH:19]=[C:6]([CH:5]=[O:4])[C:7]([OH:27])=[CH:12][CH:13]=1. The catalyst class is: 526. (7) The catalyst class is: 68. Product: [Cl:21][CH2:14][C:13]1[C:9]([C:3]2[C:2]([Cl:1])=[CH:7][CH:6]=[CH:5][C:4]=2[Cl:8])=[N:10][O:11][C:12]=1[CH:16]([CH3:18])[CH3:17]. Reactant: [Cl:1][C:2]1[CH:7]=[CH:6][CH:5]=[C:4]([Cl:8])[C:3]=1[C:9]1[C:13]([CH2:14]O)=[C:12]([CH:16]([CH3:18])[CH3:17])[O:11][N:10]=1.S(Cl)([Cl:21])=O. (8) Reactant: [CH3:1][C:2]([CH3:24])([CH3:23])[C:3]([NH:5][C:6]1[N:10]([CH2:11][C:12]2[CH:17]=[CH:16][C:15]([O:18][CH3:19])=[CH:14][CH:13]=2)[N:9]=[CH:8][C:7]=1[C:20]([NH2:22])=[O:21])=O.O. Product: [C:2]([C:3]1[NH:22][C:20](=[O:21])[C:7]2[CH:8]=[N:9][N:10]([CH2:11][C:12]3[CH:17]=[CH:16][C:15]([O:18][CH3:19])=[CH:14][CH:13]=3)[C:6]=2[N:5]=1)([CH3:24])([CH3:23])[CH3:1]. The catalyst class is: 74. (9) Product: [CH2:10]([O:17][C@@H:18]1[C@:22]([CH2:26][O:27][CH2:28][C:29]2[CH:34]=[CH:33][CH:32]=[CH:31][CH:30]=2)([CH:23]([F:25])[F:24])[O:21][C@@H:20]([N:35]2[CH:40]=[CH:39][C:38](=[O:41])[NH:37][C:36]2=[O:42])[C@@H:19]1[F:7])[C:11]1[CH:12]=[CH:13][CH:14]=[CH:15][CH:16]=1. Reactant: C(N(S(F)(F)[F:7])CC)C.[CH2:10]([O:17][C@@H:18]1[C@:22]([CH2:26][O:27][CH2:28][C:29]2[CH:34]=[CH:33][CH:32]=[CH:31][CH:30]=2)([CH:23]([F:25])[F:24])[O:21][C@@H:20]([N:35]2[CH:40]=[CH:39][C:38](=[O:41])[NH:37][C:36]2=[O:42])[C@H:19]1O)[C:11]1[CH:16]=[CH:15][CH:14]=[CH:13][CH:12]=1. The catalyst class is: 1.